From a dataset of Forward reaction prediction with 1.9M reactions from USPTO patents (1976-2016). Predict the product of the given reaction. (1) Given the reactants [C:1]([OH:14])(=[O:13])[CH2:2][CH2:3][CH2:4][CH2:5][CH2:6][CH2:7][CH2:8][CH2:9][C:10]([OH:12])=[O:11].[NH2:15][CH2:16][CH2:17][CH2:18][CH2:19][CH2:20][CH2:21][NH2:22], predict the reaction product. The product is: [C:1]([OH:14])(=[O:13])[CH2:2][CH2:3][CH2:4][CH2:5][CH2:6][CH2:7][CH2:8][CH2:9][C:10]([OH:12])=[O:11].[NH2:15][CH2:16][CH2:17][CH2:18][CH2:19][CH2:20][CH2:21][NH2:22]. (2) Given the reactants [Cl:1][C:2]1[N:11]=[CH:10][C:9]2[NH:8][C:7](=[O:12])[C@@H:6]([CH2:13][CH3:14])[N:5]([CH:15]3[CH2:19][CH2:18][CH2:17][CH2:16]3)[C:4]=2[N:3]=1.[CH2:20](I)[CH3:21].[H-].[Na+].O, predict the reaction product. The product is: [Cl:1][C:2]1[N:11]=[CH:10][C:9]2[N:8]([CH2:20][CH3:21])[C:7](=[O:12])[C@@H:6]([CH2:13][CH3:14])[N:5]([CH:15]3[CH2:19][CH2:18][CH2:17][CH2:16]3)[C:4]=2[N:3]=1. (3) Given the reactants [BH4-].[Na+].[F:3][C:4]1[CH:12]=[CH:11][C:10]([N+:13]([O-:15])=[O:14])=[CH:9][C:5]=1[C:6](O)=[O:7].B(F)(F)F.CCOCC, predict the reaction product. The product is: [F:3][C:4]1[CH:12]=[CH:11][C:10]([N+:13]([O-:15])=[O:14])=[CH:9][C:5]=1[CH2:6][OH:7]. (4) The product is: [IH:16].[Cl:1][C:2]1[CH:10]=[CH:9][C:8]2[C:7]3[N:12]=[C:13]([NH2:15])[S:14][C:6]=3[CH2:5][C:4]=2[CH:3]=1. Given the reactants [Cl:1][C:2]1[CH:3]=[C:4]2[C:8](=[CH:9][CH:10]=1)[C:7](=O)[CH2:6][CH2:5]2.[NH2:12][C:13]([NH2:15])=[S:14].[I:16]I, predict the reaction product. (5) Given the reactants [F:1][C:2]1[CH:3]=[CH:4][CH:5]=[C:6]2[C:10]=1[NH:9][CH:8]=[C:7]2[CH:11]=[O:12].N1C2C(=CC=CC=2)C=[C:14]1C(OCC)=O, predict the reaction product. The product is: [F:1][C:2]1[CH:3]=[CH:4][CH:5]=[C:6]2[C:10]=1[N:9]([CH3:14])[CH:8]=[C:7]2[CH:11]=[O:12]. (6) Given the reactants [NH2:1][CH2:2][C@@H:3]1[C@H:8]([CH3:9])[CH2:7][CH2:6][CH2:5][N:4]1[C:10]([C:12]1[CH:17]=[C:16]([CH3:18])[CH:15]=[CH:14][C:13]=1[C:19]1[N:24]=[CH:23][CH:22]=[CH:21][N:20]=1)=[O:11].Cl[C:26]1[CH:33]=[CH:32][C:29]([C:30]#[N:31])=[CH:28][N:27]=1, predict the reaction product. The product is: [CH3:9][C@@H:8]1[CH2:7][CH2:6][CH2:5][N:4]([C:10](=[O:11])[C:12]2[CH:17]=[C:16]([CH3:18])[CH:15]=[CH:14][C:13]=2[C:19]2[N:20]=[CH:21][CH:22]=[CH:23][N:24]=2)[C@@H:3]1[CH2:2][NH:1][C:26]1[CH:33]=[CH:32][C:29]([C:30]#[N:31])=[CH:28][N:27]=1. (7) Given the reactants COC1C=CC(P2(SP(C3C=CC(OC)=CC=3)(=S)S2)=[S:10])=CC=1.[Br:23][C:24]1[CH:33]=[C:32]2[C:27]([CH2:28][C:29]([CH3:42])([CH3:41])[CH2:30][C:31]32[C:37](=[O:38])[N:36]([CH3:39])[C:35](=O)[NH:34]3)=[CH:26][CH:25]=1, predict the reaction product. The product is: [Br:23][C:24]1[CH:33]=[C:32]2[C:27]([CH2:28][C:29]([CH3:42])([CH3:41])[CH2:30][C:31]32[C:37](=[O:38])[N:36]([CH3:39])[C:35](=[S:10])[NH:34]3)=[CH:26][CH:25]=1. (8) The product is: [CH3:12][O:13][C:14](=[O:19])[C:15]([NH:18][CH2:10][C:5]1[C:6]([NH2:9])=[N:7][CH:8]=[C:3]([Br:2])[CH:4]=1)([CH3:17])[CH3:16]. Given the reactants Br.[Br:2][C:3]1[CH:4]=[C:5]([CH2:10]Br)[C:6]([NH2:9])=[N:7][CH:8]=1.[CH3:12][O:13][C:14](=[O:19])[C:15]([NH2:18])([CH3:17])[CH3:16].C(N(CC)CC)C, predict the reaction product.